From a dataset of Forward reaction prediction with 1.9M reactions from USPTO patents (1976-2016). Predict the product of the given reaction. Given the reactants NC([CH2:5][CH2:6][CH2:7][C:8]1[CH:13]=[CH:12][C:11]([O:14][CH2:15][C@@H:16]2[CH2:20][O:19][C:18]([CH3:22])([CH3:21])[O:17]2)=[CH:10][CH:9]=1)C#N.CC(OI1(OC(C)=O)(OC(C)=O)OC(=O)C2C=CC=CC1=2)=[O:25].[OH-].[Na+], predict the reaction product. The product is: [CH3:21][C:18]1([CH3:22])[O:17][C@H:16]([CH2:15][O:14][C:11]2[CH:12]=[CH:13][C:8]([CH2:7][CH2:6][CH:5]=[O:25])=[CH:9][CH:10]=2)[CH2:20][O:19]1.